This data is from Reaction yield outcomes from USPTO patents with 853,638 reactions. The task is: Predict the reaction yield, written as a fraction of the theoretical maximum amount of product (1.0 means a 100% yield; for example, 0.34 means a 34% yield). (1) The reactants are [CH2:1]([O:8][C:9]1[CH:14]=[CH:13][C:12]([NH2:15])=[C:11]([CH:16]=[C:17](Br)Br)[CH:10]=1)[C:2]1[CH:7]=[CH:6][CH:5]=[CH:4][CH:3]=1.[C:20]1(B(O)O)[CH:25]=[CH:24][CH:23]=[CH:22][CH:21]=1.[O-]P([O-])([O-])=O.[K+].[K+].[K+].O. The catalyst is C1(C)C=CC=CC=1.CC([O-])=O.CC([O-])=O.[Pd+2].COC1C=CC=C(OC)C=1C1C=CC=CC=1P(C1CCCCC1)C1CCCCC1. The product is [CH2:1]([O:8][C:9]1[CH:10]=[C:11]2[C:12](=[CH:13][CH:14]=1)[NH:15][C:17]([C:20]1[CH:25]=[CH:24][CH:23]=[CH:22][CH:21]=1)=[CH:16]2)[C:2]1[CH:7]=[CH:6][CH:5]=[CH:4][CH:3]=1. The yield is 0.860. (2) The reactants are Br[C:2]1[CH:3]=[CH:4][C:5]([O:29][CH2:30][CH:31]2[CH2:33][CH2:32]2)=[C:6]([C:8]2[C:9]3[CH:18]=[CH:17][N:16](S(C4C=CC(C)=CC=4)(=O)=O)[C:10]=3[C:11](=[O:15])[N:12]([CH3:14])[CH:13]=2)[CH:7]=1.[N:34]1[CH:39]=[CH:38][CH:37]=[C:36](B(O)O)[CH:35]=1.C(=O)([O-])[O-].[Na+].[Na+].[OH-].[Na+]. The catalyst is O1CCOCC1.O.O.C1C=CC(/C=C/C(/C=C/C2C=CC=CC=2)=O)=CC=1.C1C=CC(/C=C/C(/C=C/C2C=CC=CC=2)=O)=CC=1.C1C=CC(/C=C/C(/C=C/C2C=CC=CC=2)=O)=CC=1.[Pd].[Pd]. The product is [CH:31]1([CH2:30][O:29][C:5]2[CH:4]=[CH:3][C:2]([C:36]3[CH:35]=[N:34][CH:39]=[CH:38][CH:37]=3)=[CH:7][C:6]=2[C:8]2[C:9]3[CH:18]=[CH:17][NH:16][C:10]=3[C:11](=[O:15])[N:12]([CH3:14])[CH:13]=2)[CH2:33][CH2:32]1. The yield is 0.750. (3) The reactants are C[Si]([N-][Si](C)(C)C)(C)C.[Li+].[CH2:11]([O:13][C:14]([N:16]1[CH2:20][CH:19]2[CH2:21][C:22](=[O:24])[CH2:23][CH:18]2[CH2:17]1)=[O:15])[CH3:12].[F:25][C:26]([F:37])([F:36])[C:27](=[O:35])[CH2:28][S:29][C:30](=[S:34])[O:31][CH2:32][CH3:33].C(O)(=O)C. The catalyst is C1COCC1.C1(C)C=CC=CC=1.O.[Cl-].[Cl-].[Zn+2]. The product is [CH2:11]([O:13][C:14]([N:16]1[CH2:17][CH:18]2[CH:23]([C:27]([CH2:28][S:29][C:30]([O:31][CH2:32][CH3:33])=[S:34])([OH:35])[C:26]([F:37])([F:36])[F:25])[C:22](=[O:24])[CH2:21][CH:19]2[CH2:20]1)=[O:15])[CH3:12]. The yield is 0.240. (4) The product is [C:1]([O:5][C:6]([NH:8][C@@H:9]([CH2:31][N:32]([CH:38]1[CH2:40][CH2:39]1)[CH2:33][CH2:34][CH2:35][CH:36]=[CH2:37])[C:10]([N:12]1[CH2:16][C@H:15]([O:17][Si:46]([C:49]([CH3:52])([CH3:51])[CH3:50])([CH3:48])[CH3:47])[CH2:14][C@H:13]1[C:18]([NH:20][C@:21]1([C:26]([O:28][CH2:29][CH3:30])=[O:27])[CH2:23][C@H:22]1[CH:24]=[CH2:25])=[O:19])=[O:11])=[O:7])([CH3:2])([CH3:3])[CH3:4]. The catalyst is CN(C=O)C. The yield is 0.940. The reactants are [C:1]([O:5][C:6]([NH:8][C@@H:9]([CH2:31][N:32]([CH:38]1[CH2:40][CH2:39]1)[CH2:33][CH2:34][CH2:35][CH:36]=[CH2:37])[C:10]([N:12]1[CH2:16][C@H:15]([OH:17])[CH2:14][C@H:13]1[C:18]([NH:20][C@:21]1([C:26]([O:28][CH2:29][CH3:30])=[O:27])[CH2:23][C@H:22]1[CH:24]=[CH2:25])=[O:19])=[O:11])=[O:7])([CH3:4])([CH3:3])[CH3:2].N1C=CN=C1.[Si:46](Cl)([C:49]([CH3:52])([CH3:51])[CH3:50])([CH3:48])[CH3:47]. (5) The reactants are [C:1]12([C:11]3[CH:21]=[CH:20][C:14]([O:15][CH2:16][C:17](O)=[O:18])=[C:13]([CH3:22])[CH:12]=3)[CH2:10][CH:5]3[CH2:6][CH:7]([CH2:9][CH:3]([CH2:4]3)[CH2:2]1)[CH2:8]2.[CH3:23][N:24]([CH3:28])[CH2:25][CH2:26][NH2:27]. No catalyst specified. The product is [C:1]12([C:11]3[CH:21]=[CH:20][C:14]([O:15][CH2:16][C:17]([NH:27][CH2:26][CH2:25][N:24]([CH3:28])[CH3:23])=[O:18])=[C:13]([CH3:22])[CH:12]=3)[CH2:10][CH:5]3[CH2:4][CH:3]([CH2:9][CH:7]([CH2:6]3)[CH2:8]1)[CH2:2]2. The yield is 0.894.